The task is: Regression. Given two drug SMILES strings and cell line genomic features, predict the synergy score measuring deviation from expected non-interaction effect.. This data is from NCI-60 drug combinations with 297,098 pairs across 59 cell lines. Drug 1: C1C(C(OC1N2C=NC3=C(N=C(N=C32)Cl)N)CO)O. Drug 2: CN1C(=O)N2C=NC(=C2N=N1)C(=O)N. Cell line: HOP-62. Synergy scores: CSS=38.0, Synergy_ZIP=-2.06, Synergy_Bliss=-8.36, Synergy_Loewe=-62.1, Synergy_HSA=-11.2.